This data is from Reaction yield outcomes from USPTO patents with 853,638 reactions. The task is: Predict the reaction yield, written as a fraction of the theoretical maximum amount of product (1.0 means a 100% yield; for example, 0.34 means a 34% yield). (1) The reactants are [O-]CC.[Na+].[O:5]1[C:9]2[CH:10]=[CH:11][CH:12]=[CH:13][C:8]=2[CH:7]=[C:6]1[CH2:14][O:15][C:16]1[CH:21]=[CH:20][C:19]([CH2:22][OH:23])=[CH:18][CH:17]=1.[N:24]([C:27]1[CH:36]=[C:35]2[C:30]([C:31]([CH3:38])=[CH:32][C:33](=[O:37])[O:34]2)=[CH:29][CH:28]=1)=[C:25]=[O:26]. The catalyst is CN(C=O)C. The product is [CH3:38][C:31]1[C:30]2[C:35](=[CH:36][C:27]([NH:24][C:25](=[O:26])[O:23][CH2:22][C:19]3[CH:20]=[CH:21][C:16]([O:15][CH2:14][C:6]4[O:5][C:9]5[CH:10]=[CH:11][CH:12]=[CH:13][C:8]=5[CH:7]=4)=[CH:17][CH:18]=3)=[CH:28][CH:29]=2)[O:34][C:33](=[O:37])[CH:32]=1. The yield is 0.0800. (2) The reactants are [N:1]1[CH:6]=[CH:5][CH:4]=[CH:3][C:2]=1[C:7]([O-:9])=[O:8].[Li+].[OH-].Cl. The catalyst is C1COCC1. The product is [N:1]1[CH:6]=[CH:5][CH:4]=[CH:3][C:2]=1[C:7]([OH:9])=[O:8]. The yield is 0.980. (3) The reactants are C([O:5][C:6](=[O:38])[CH2:7][O:8][C:9]1[C:14]2[CH2:15][CH2:16][CH2:17][CH2:18][CH:19]([N:20](C)[S:21]([C:24]3[CH:25]=[C:26]([C:30]4[CH:35]=[CH:34][C:33]([CH3:36])=[CH:32][CH:31]=4)[CH:27]=[CH:28][CH:29]=3)(=[O:23])=[O:22])[C:13]=2[CH:12]=[CH:11][CH:10]=1)(C)(C)C.[OH-].[Na+]. No catalyst specified. The product is [CH3:36][C:33]1[CH:34]=[CH:35][C:30]([C:26]2[CH:27]=[CH:28][CH:29]=[C:24]([S:21]([NH:20][CH:19]3[C:13]4[CH:12]=[CH:11][CH:10]=[C:9]([O:8][CH2:7][C:6]([OH:38])=[O:5])[C:14]=4[CH2:15][CH2:16][CH2:17][CH2:18]3)(=[O:23])=[O:22])[CH:25]=2)=[CH:31][CH:32]=1. The yield is 0.130. (4) The reactants are [NH2:1][C:2]1[CH:3]=[C:4]([CH:8]=[CH:9][C:10]=1[F:11])[C:5]([OH:7])=O.[CH2:12]1[C@H:21]2[C@H:16]([CH2:17][CH2:18][C:19]3[CH:25]=[CH:24][CH:23]=[CH:22][C:20]=32)[NH:15][CH2:14][CH2:13]1.F[P-](F)(F)(F)(F)F.N1(OC(N(C)C)=[N+](C)C)C2N=CC=CC=2N=N1. No catalyst specified. The product is [NH2:1][C:2]1[CH:3]=[C:4]([C:5]([N:15]2[C@@H:16]3[C@@H:21]([C:20]4[CH:22]=[CH:23][CH:24]=[CH:25][C:19]=4[CH2:18][CH2:17]3)[CH2:12][CH2:13][CH2:14]2)=[O:7])[CH:8]=[CH:9][C:10]=1[F:11]. The yield is 0.470. (5) The product is [C:23]([NH:22][C@H:19]1[C:20]2[C:16](=[CH:15][CH:14]=[C:13]([O:12][C:9]3[N:10]=[C:11]4[C:3]([C:1]([OH:36])=[O:2])=[CH:4][N:5]([CH2:26][O:27][CH2:28][CH2:29][Si:30]([CH3:32])([CH3:31])[CH3:33])[C:6]4=[N:7][CH:8]=3)[CH:21]=2)[CH2:17][CH2:18]1)(=[O:25])[CH3:24]. The catalyst is O1CCOCC1.O. The yield is 0.750. The reactants are [CH:1]([C:3]1[C:11]2[C:6](=[N:7][CH:8]=[C:9]([O:12][C:13]3[CH:21]=[C:20]4[C:16]([CH2:17][CH2:18][C@H:19]4[NH:22][C:23](=[O:25])[CH3:24])=[CH:15][CH:14]=3)[N:10]=2)[N:5]([CH2:26][O:27][CH2:28][CH2:29][Si:30]([CH3:33])([CH3:32])[CH3:31])[CH:4]=1)=[O:2].NS(O)(=O)=[O:36].[O-]Cl=O.[Na+].OP([O-])(O)=O.[K+]. (6) The reactants are [C:1]([O:5][C:6]([NH:8][C:9]1[CH:14]=[CH:13][CH:12]=[CH:11][C:10]=1[NH:15][C:16](=[O:24])[C:17]1[CH:22]=[CH:21][C:20](Cl)=[N:19][CH:18]=1)=[O:7])([CH3:4])([CH3:3])[CH3:2].[CH2:25]([N:32]1[CH2:37][CH2:36][NH:35][CH2:34][CH2:33]1)[C:26]1[CH:31]=[CH:30][CH:29]=[CH:28][CH:27]=1. The catalyst is CC(N(C)C)=O. The product is [C:1]([O:5][C:6]([NH:8][C:9]1[CH:14]=[CH:13][CH:12]=[CH:11][C:10]=1[NH:15][C:16](=[O:24])[C:17]1[CH:22]=[CH:21][C:20]([N:35]2[CH2:36][CH2:37][N:32]([CH2:25][C:26]3[CH:27]=[CH:28][CH:29]=[CH:30][CH:31]=3)[CH2:33][CH2:34]2)=[N:19][CH:18]=1)=[O:7])([CH3:4])([CH3:3])[CH3:2]. The yield is 0.500. (7) The reactants are [NH2:1][CH2:2][C:3]1[CH:8]=[CH:7][C:6]([C:9]2[N:10]([CH3:26])[C:11]([C:20]3[CH:25]=[CH:24][N:23]=[CH:22][CH:21]=3)=[C:12]([C:14]3[CH:19]=[CH:18][CH:17]=[CH:16][CH:15]=3)[N:13]=2)=[CH:5][CH:4]=1.[C:27](OC(=O)C)(=[O:29])[CH3:28]. The product is [C:27]([NH:1][CH2:2][C:3]1[CH:8]=[CH:7][C:6]([C:9]2[N:10]([CH3:26])[C:11]([C:20]3[CH:21]=[CH:22][N:23]=[CH:24][CH:25]=3)=[C:12]([C:14]3[CH:19]=[CH:18][CH:17]=[CH:16][CH:15]=3)[N:13]=2)=[CH:5][CH:4]=1)(=[O:29])[CH3:28]. The yield is 0.280. The catalyst is N1C=CC=CC=1. (8) The reactants are Cl.C([N:9]1[CH2:14][CH2:13][CH:12]([C:15]([O:17][CH2:18][CH3:19])=[O:16])[C:11](=[O:20])[CH2:10]1)C1C=CC=CC=1.C(N(CC)CC)C.Cl[C:29]([O:31][CH2:32][C:33]1[CH:38]=[CH:37][CH:36]=[CH:35][CH:34]=1)=[O:30]. The catalyst is CO.C(Cl)Cl.O.[OH-].[Pd+2].[OH-]. The product is [CH2:18]([O:17][C:15]([CH:12]1[CH2:13][CH2:14][N:9]([C:29]([O:31][CH2:32][C:33]2[CH:38]=[CH:37][CH:36]=[CH:35][CH:34]=2)=[O:30])[CH2:10][C:11]1=[O:20])=[O:16])[CH3:19]. The yield is 0.970. (9) The reactants are [C:1]1([CH2:7][CH2:8][CH2:9][N:10]2[CH2:19][CH2:18][C:17]3([C:20]4[CH:25]=[CH:24][CH:23]=[C:22]([O:26][CH3:27])[CH:21]=4)[C:12]([CH3:29])([CH2:13][CH2:14][CH:15]([NH2:28])[CH2:16]3)[CH2:11]2)[CH:6]=[CH:5][CH:4]=[CH:3][CH:2]=1.[N:30]1([CH2:36][CH2:37][C:38](O)=[O:39])[CH2:35][CH2:34][CH2:33][CH2:32][CH2:31]1.C(N(CC)CC)C.CN([P+](ON1N=NC2C=CC=CC1=2)(N(C)C)N(C)C)C.F[P-](F)(F)(F)(F)F. The product is [CH3:27][O:26][C:22]1[CH:21]=[C:20]([C:17]23[CH2:16][CH:15]([NH:28][C:38](=[O:39])[CH2:37][CH2:36][N:30]4[CH2:35][CH2:34][CH2:33][CH2:32][CH2:31]4)[CH2:14][CH2:13][C:12]2([CH3:29])[CH2:11][N:10]([CH2:9][CH2:8][CH2:7][C:1]2[CH:6]=[CH:5][CH:4]=[CH:3][CH:2]=2)[CH2:19][CH2:18]3)[CH:25]=[CH:24][CH:23]=1. The yield is 0.850. The catalyst is C1COCC1.C(Cl)Cl.CCOC(C)=O. (10) The reactants are [CH3:1][C:2]1[CH:41]=[C:40]([CH3:42])[CH:39]=[CH:38][C:3]=1[O:4][CH2:5][C@H:6]([OH:37])[CH2:7][NH:8][C:9]1[CH:14]=[CH:13][NH:12][C:11](=[O:15])[C:10]=1[C:16]1[NH:17][C:18]2[C:26]([N:27]=1)=[CH:25][C:24]1[C:23](=O)[N:22]([CH:29]3[CH2:34][CH2:33][N:32]([CH3:35])[CH2:31][CH2:30]3)[C:21](=[O:36])[C:20]=1[CH:19]=2. The catalyst is CC(O)=O.[Zn]. The product is [CH3:1][C:2]1[CH:41]=[C:40]([CH3:42])[CH:39]=[CH:38][C:3]=1[O:4][CH2:5][C@H:6]([OH:37])[CH2:7][NH:8][C:9]1[CH:14]=[CH:13][NH:12][C:11](=[O:15])[C:10]=1[C:16]1[NH:17][C:18]2[C:26](=[CH:25][C:24]3[CH2:23][N:22]([CH:29]4[CH2:30][CH2:31][N:32]([CH3:35])[CH2:33][CH2:34]4)[C:21](=[O:36])[C:20]=3[CH:19]=2)[N:27]=1. The yield is 0.840.